From a dataset of Full USPTO retrosynthesis dataset with 1.9M reactions from patents (1976-2016). Predict the reactants needed to synthesize the given product. (1) Given the product [CH2:1]([N:5]1[C:13]2[C:12](=[O:32])[NH:11][C:10]([Cl:15])=[N:9][C:8]=2[N:7]=[C:6]1[N:16]1[CH2:21][CH2:20][CH2:19][CH:18]([NH:22][C:23](=[O:29])[O:24][C:25]([CH3:28])([CH3:27])[CH3:26])[CH2:17]1)[C:2]#[C:3][CH3:4], predict the reactants needed to synthesize it. The reactants are: [CH2:1]([N:5]1[C:13]2[C:8](=[N:9][C:10]([Cl:15])=[N:11][C:12]=2Cl)[N:7]=[C:6]1[N:16]1[CH2:21][CH2:20][CH2:19][CH:18]([NH:22][C:23](=[O:29])[O:24][C:25]([CH3:28])([CH3:27])[CH3:26])[CH2:17]1)[C:2]#[C:3][CH3:4].C([O-])(=[O:32])C.[Na+]. (2) Given the product [NH:8]1[C:9]2[CH:14]=[CH:13][CH:12]=[CH:11][C:10]=2[N:6]=[C:7]1[C:15]1[C:23]2[C:18](=[CH:19][CH:20]=[C:21]([C:24]([NH2:25])=[O:26])[CH:22]=2)[NH:17][N:16]=1, predict the reactants needed to synthesize it. The reactants are: S(=O)(=O)(O)O.[NH:6]1[C:10]2[CH:11]=[CH:12][CH:13]=[CH:14][C:9]=2[N:8]=[C:7]1[C:15]1[C:23]2[C:18](=[CH:19][CH:20]=[C:21]([C:24]#[N:25])[CH:22]=2)[NH:17][N:16]=1.[OH-:26].[NH4+]. (3) Given the product [CH2:9]([O:16][NH:17][C@H:18]1[CH2:23][N:22]([C:24]([O:26][C:27]([CH3:30])([CH3:29])[CH3:28])=[O:25])[C@H:21]([C:31]([O:33][C:42]2[CH:41]=[CH:40][CH:39]=[C:38]3[C:43]=2[N:34]=[CH:35][CH:36]=[CH:37]3)=[O:32])[CH2:20][CH2:19]1)[C:10]1[CH:11]=[CH:12][CH:13]=[CH:14][CH:15]=1, predict the reactants needed to synthesize it. The reactants are: C(O[CH:9]([O:16][NH:17][C@H:18]1[CH2:23][N:22]([C:24]([O:26][C:27]([CH3:30])([CH3:29])[CH3:28])=[O:25])[C@H:21]([C:31]([OH:33])=[O:32])[CH2:20][CH2:19]1)[C:10]1[CH:15]=[CH:14][CH:13]=[CH:12][CH:11]=1)C1C=CC=CC=1.[N:34]1[C:43]2[C:38](=[CH:39][CH:40]=[CH:41][C:42]=2O)[CH:37]=[CH:36][CH:35]=1.Cl.C(N=C=NCCCN(C)C)C. (4) Given the product [CH3:20][C:15]1([CH3:21])[C:16]([CH3:19])([CH3:18])[O:17][B:13]([C:2]2[CH:3]=[CH:4][C:5]([N:8]3[CH:12]=[N:11][CH:10]=[N:9]3)=[N:6][CH:7]=2)[O:14]1, predict the reactants needed to synthesize it. The reactants are: Br[C:2]1[CH:3]=[CH:4][C:5]([N:8]2[CH:12]=[N:11][CH:10]=[N:9]2)=[N:6][CH:7]=1.[B:13]1([B:13]2[O:17][C:16]([CH3:19])([CH3:18])[C:15]([CH3:21])([CH3:20])[O:14]2)[O:17][C:16]([CH3:19])([CH3:18])[C:15]([CH3:21])([CH3:20])[O:14]1.CC([O-])=O.[K+]. (5) Given the product [N:6]1([CH2:5][C@@:3]([C:25]2[CH:30]=[CH:29][C:28]([C:31]([F:34])([F:33])[F:32])=[CH:27][CH:26]=2)([OH:4])[C@H:2]([S:14][C@@H:15]2[CH2:16][O:17][C@@H:18](/[CH:21]=[CH:22]/[CH:23]=[CH:24]/[C:25]3[CH:26]=[CH:27][C:28]([C:31]([F:32])([F:33])[F:34])=[CH:29][CH:30]=3)[O:19][CH2:20]2)[CH3:1])[CH:10]=[N:9][CH:8]=[N:7]1, predict the reactants needed to synthesize it. The reactants are: [CH3:1][C@H:2]1[O:4][C@@H:3]1[CH2:5][N:6]1[CH:10]=[N:9][CH:8]=[N:7]1.C([S:14][C@@H:15]1[CH2:20][O:19][C@@H:18](/[CH:21]=[CH:22]/[CH:23]=[CH:24]/[C:25]2[CH:30]=[CH:29][C:28]([C:31]([F:34])([F:33])[F:32])=[CH:27][CH:26]=2)[O:17][CH2:16]1)(=O)C. (6) The reactants are: [C:1]([NH:4][CH2:5][CH2:6][C:7]1[N:16]=[C:15]([C:17]([OH:19])=O)[C:14]2[C:9](=[CH:10][CH:11]=[CH:12][CH:13]=2)[N:8]=1)(=[O:3])[CH3:2].Cl.[OH:21][C:22]1[C:31]([CH3:32])=[CH:30][CH:29]=[C:28]2[C:23]=1[CH2:24][CH2:25][NH:26][CH2:27]2. Given the product [C:1]([NH:4][CH2:5][CH2:6][C:7]1[N:16]=[C:15]([C:17]([N:26]2[CH2:25][CH2:24][C:23]3[C:28](=[CH:29][CH:30]=[C:31]([CH3:32])[C:22]=3[OH:21])[CH2:27]2)=[O:19])[C:14]2[C:9](=[CH:10][CH:11]=[CH:12][CH:13]=2)[N:8]=1)(=[O:3])[CH3:2], predict the reactants needed to synthesize it. (7) Given the product [CH3:1][O:2][C:3]1[CH:4]=[CH:5][C:6]([C:7]([NH:9][C:10]2[C:11]([NH:24][C:25](=[O:35])[C:26]3[CH:31]=[CH:30][C:29]([CH2:32][CH2:33][CH3:34])=[CH:28][CH:27]=3)=[CH:12][C:13]([OH:16])=[CH:14][CH:15]=2)=[O:8])=[CH:36][CH:37]=1, predict the reactants needed to synthesize it. The reactants are: [CH3:1][O:2][C:3]1[CH:37]=[CH:36][C:6]([C:7]([NH:9][C:10]2[C:11]([NH:24][C:25](=[O:35])[C:26]3[CH:31]=[CH:30][C:29]([CH2:32][CH2:33][CH3:34])=[CH:28][CH:27]=3)=[CH:12][C:13]([O:16][Si](C(C)(C)C)(C)C)=[CH:14][CH:15]=2)=[O:8])=[CH:5][CH:4]=1.[F-].C([N+](CCCC)(CCCC)CCCC)CCC. (8) Given the product [Br:28][C:29]1[CH:34]=[CH:33][C:32]([O:35][CH:6]2[CH2:5][CH2:4][CH2:3][CH2:2][O:1]2)=[C:31]([O:36][CH3:37])[CH:30]=1, predict the reactants needed to synthesize it. The reactants are: [O:1]1[CH:6]=[CH:5][CH2:4][CH2:3][CH2:2]1.C1(C)C=CC(S([O-])(=O)=O)=CC=1.[NH+]1C=CC=CC=1.C(Cl)(Cl)Cl.[Br:28][C:29]1[CH:34]=[CH:33][C:32]([OH:35])=[C:31]([O:36][CH3:37])[CH:30]=1. (9) Given the product [Br:1][C:2]1[C:3](=[O:14])[N:4]([C:15]2[CH:20]=[CH:19][CH:18]=[CH:17][CH:16]=2)[CH:5]=[C:6]([C:8]2[CH:13]=[CH:12][CH:11]=[CH:10][N:9]=2)[CH:7]=1, predict the reactants needed to synthesize it. The reactants are: [Br:1][C:2]1[C:3](=[O:14])[NH:4][CH:5]=[C:6]([C:8]2[CH:13]=[CH:12][CH:11]=[CH:10][N:9]=2)[CH:7]=1.[C:15]1(B(O)O)[CH:20]=[CH:19][CH:18]=[CH:17][CH:16]=1.